Task: Regression. Given a peptide amino acid sequence and an MHC pseudo amino acid sequence, predict their binding affinity value. This is MHC class I binding data.. Dataset: Peptide-MHC class I binding affinity with 185,985 pairs from IEDB/IMGT (1) The peptide sequence is FLEESHPGI. The MHC is HLA-A31:01 with pseudo-sequence HLA-A31:01. The binding affinity (normalized) is 0.0847. (2) The peptide sequence is VTYTEIEPK. The MHC is HLA-A11:01 with pseudo-sequence HLA-A11:01. The binding affinity (normalized) is 0.814. (3) The peptide sequence is IRFPKTFGY. The MHC is HLA-A02:02 with pseudo-sequence HLA-A02:02. The binding affinity (normalized) is 0.0334. (4) The peptide sequence is LNYRWVNL. The MHC is H-2-Kb with pseudo-sequence H-2-Kb. The binding affinity (normalized) is 0.741. (5) The peptide sequence is RLASSLYVY. The MHC is HLA-A30:01 with pseudo-sequence HLA-A30:01. The binding affinity (normalized) is 0.213.